Dataset: Catalyst prediction with 721,799 reactions and 888 catalyst types from USPTO. Task: Predict which catalyst facilitates the given reaction. (1) Reactant: [I:1][C:2]1[C:10]([CH3:11])=[CH:9][CH:8]=[CH:7][C:3]=1[C:4]([OH:6])=O.[CH2:12]([O:14][C:15]([C:17]1([NH2:28])[CH2:25][C:24]2[C:19](=[CH:20][C:21]([F:27])=[C:22]([F:26])[CH:23]=2)[CH2:18]1)=[O:16])[CH3:13].CN(C(ON1N=NC2C=CC=NC1=2)=[N+](C)C)C.F[P-](F)(F)(F)(F)F.CCN(C(C)C)C(C)C. Product: [CH2:12]([O:14][C:15]([C:17]1([NH:28][C:4](=[O:6])[C:3]2[CH:7]=[CH:8][CH:9]=[C:10]([CH3:11])[C:2]=2[I:1])[CH2:25][C:24]2[C:19](=[CH:20][C:21]([F:27])=[C:22]([F:26])[CH:23]=2)[CH2:18]1)=[O:16])[CH3:13]. The catalyst class is: 3. (2) Reactant: [NH2:1][C:2]1[C:10]2[N:9]=[CH:8][N:7]([CH3:11])[C:6]=2[CH:5]=[CH:4][CH:3]=1.[C:12](N1C=CN=C1)(N1C=CN=C1)=[S:13]. Product: [N:1]([C:2]1[C:10]2[N:9]=[CH:8][N:7]([CH3:11])[C:6]=2[CH:5]=[CH:4][CH:3]=1)=[C:12]=[S:13]. The catalyst class is: 2.